From a dataset of Experimentally validated miRNA-target interactions with 360,000+ pairs, plus equal number of negative samples. Binary Classification. Given a miRNA mature sequence and a target amino acid sequence, predict their likelihood of interaction. (1) The miRNA is hsa-miR-3660 with sequence ACUGACAGGAGAGCAUUUUGA. The protein sequence of the target gene is MELSDSDRPVSFGSTSSSASSRDSHGSFGSRMTLVSNSHMGLFNQDKEVGAIKLELIPARPFSSSELQRDNPATGQQNADEGSERPPRAQWRVDSNGAPKTIADSATSPKLLYVDRVVQEILETERTYVQDLKSIVEDYLDCIRDQTKLPLGTEERSALFGNIQDIYHFNSELLQDLENCENDPVAIAECFVSKSEEFHIYTQYCTNYPRSVAVLTECMRNKILAKFFRERQETLKHSLPLGSYLLKPVQRILKYHLLLHEIENHLDKDTEGYDVVLDAIDTMQRVAWHINDMKRKHEHA.... Result: 0 (no interaction). (2) The miRNA is hsa-let-7c-5p with sequence UGAGGUAGUAGGUUGUAUGGUU. The protein sequence of the target gene is MAKKVAVIGAGVSGLSSIKCCVDEDLEPTCFERSDDIGGLWKFTESSKDGMTRVYKSLVTNVCKEMSCYSDFPFHEDYPNFMNHEKFWDYLQEFAEHFDLLKYIQFKTTVCSITKRPDFSETGQWDVVTETEGKQNRAVFDAVMVCTGHFLNPHLPLEAFPGIHKFKGQILHSQEYKIPEGFQGKRVLVIGLGNTGGDIAVELSRTAAQVLLSTRTGTWVLGRSSDWGYPYNMMVTRRCCSFIAQVLPSRFLNWIQERKLNKRFNHEDYGLSITKGKKAKFIVNDELPNCILCGAITMKT.... Result: 1 (interaction). (3) The miRNA is mmu-miR-1193-5p with sequence UGGUAGACCGGUGACGUACA. The protein sequence of the target gene is MALKGRALYDFHSENKEEISIQQDEDLVIFSETSLDGWLQGQNSRGETGLFPASYVEIVRSGISTNHADYSSSPAGSPGAQVSLYNSPSVASPARSGGGSGFLSNQGSFEEDDDDDWDDWDDGCTVVEEPRAGGLGTNGHPPLNLSYPGAYPSQHMAFRPKPPLERQDSLASAKRGSVVGRNLNRFSCFVRSGVEAFILGDVPMMAKIAETYSIEMGPRGPQWKANPHPFACSVEDPTKQTKFKGIKSYISYKLTPTHAASPVYRRYKHFDWLYNRLLHKFTVISVPHLPEKQATGRFEE.... Result: 0 (no interaction).